Dataset: Forward reaction prediction with 1.9M reactions from USPTO patents (1976-2016). Task: Predict the product of the given reaction. (1) Given the reactants C(=O)(OC(C)(C)C)N.[CH3:9][O:10][C:11]([C:13]1[CH:18]=[CH:17][C:16]([C:19]2([NH:22][C:23]([C@H:25]3[CH2:30][C@@H:29]4[C@@H:27]([CH2:28]4)[N:26]3C(OC(C)(C)C)=O)=[O:24])[CH2:21][CH2:20]2)=[CH:15][CH:14]=1)=[O:12], predict the reaction product. The product is: [C@@H:27]12[CH2:28][C@@H:29]1[CH2:30][C@H:25]([C:23]([NH:22][C:19]1([C:16]3[CH:15]=[CH:14][C:13]([C:11]([O:10][CH3:9])=[O:12])=[CH:18][CH:17]=3)[CH2:20][CH2:21]1)=[O:24])[NH:26]2. (2) The product is: [CH2:28]([O:27][C:25]([NH:19][C@H:6]1[C@@H:7]2[CH:13]=[CH:12][C@@H:11]([C@@H:10]3[C@H:8]2[CH2:9]3)[C@H:5]1[C:3]([O:2][CH3:1])=[O:4])=[O:26])[C:29]1[CH:38]=[CH:37][CH:36]=[CH:35][CH:34]=1.[CH:11]12[CH:12]=[CH:13][CH:7]([CH:6]([C:14]([O:16][NH:19][C:22]([O:41][CH2:34][C:35]3[CH:40]=[CH:39][CH:38]=[CH:37][CH:36]=3)=[O:26])=[O:15])[CH2:5]1)[CH:8]1[CH:10]2[CH2:9]1. Given the reactants [CH3:1][O:2][C:3]([CH:5]1[CH:11]2[CH:12]=[CH:13][CH:7]([CH:8]3[CH:10]2[CH2:9]3)[CH:6]1[C:14]([OH:16])=[O:15])=[O:4].C([N:19]([CH2:22]C)CC)C.Cl[C:25]([O:27][CH2:28][CH3:29])=[O:26].[N-]=[N+]=[N-].[Na+].[CH2:34]([OH:41])[C:35]1[CH:40]=[CH:39][CH:38]=[CH:37][CH:36]=1, predict the reaction product. (3) The product is: [Br:15][C:12]1[CH:11]=[CH:10][C:9]([C:4]([CH:6]2[CH2:7][CH2:8]2)([CH3:5])[C:3]([OH:16])=[O:2])=[CH:14][CH:13]=1. Given the reactants C[O:2][C:3](=[O:16])[C:4]([C:9]1[CH:14]=[CH:13][C:12]([Br:15])=[CH:11][CH:10]=1)([CH:6]1[CH2:8][CH2:7]1)[CH3:5].C(OC)(=O)C1C=CC=CC=1.CO.[OH-].[K+], predict the reaction product. (4) The product is: [CH3:1][O:2][C:3]1[CH:29]=[CH:28][C:6]([CH2:7][C:8]2[C:9]([CH3:27])=[C:10]([CH3:26])[C:11]([CH:30]=[CH2:31])=[C:12]([CH:17]=2)[C:13]([O:15][CH3:16])=[O:14])=[CH:5][CH:4]=1. Given the reactants [CH3:1][O:2][C:3]1[CH:29]=[CH:28][C:6]([CH2:7][C:8]2[C:9]([CH3:27])=[C:10]([CH3:26])[C:11](OS(C(F)(F)F)(=O)=O)=[C:12]([CH:17]=2)[C:13]([O:15][CH3:16])=[O:14])=[CH:5][CH:4]=1.[CH2:30](C([Sn])=C(CCCC)CCCC)[CH2:31]CC.[Cl-].[Li+].[F-].[K+], predict the reaction product. (5) Given the reactants [Cl:1][C:2]([Cl:37])([Cl:36])[CH2:3][O:4][C:5](=[O:35])[C:6]1[CH:11]=[CH:10][CH:9]=[CH:8][C:7]=1[CH2:12][S:13][C:14]1[CH:19]=[CH:18][CH:17]=[C:16]([CH2:20][C:21]([O:23]CC2C=CC(C(F)(F)F)=CC=2)=[O:22])[CH:15]=1.ClC(Cl)(Cl)COC(=O)C1C=CC=CC=1CSC1C=CC=C(CC(O)=O)C=1.[F:64][C:65]([F:76])([F:75])[C:66]1[CH:71]=[CH:70][C:69]([CH:72](O)[CH3:73])=[CH:68][CH:67]=1.Cl, predict the reaction product. The product is: [Cl:1][C:2]([Cl:36])([Cl:37])[CH2:3][O:4][C:5](=[O:35])[C:6]1[CH:11]=[CH:10][CH:9]=[CH:8][C:7]=1[CH2:12][S:13][C:14]1[CH:19]=[CH:18][CH:17]=[C:16]([CH2:20][C:21]([O:23][CH2:73][CH2:72][C:69]2[CH:68]=[CH:67][C:66]([C:65]([F:64])([F:75])[F:76])=[CH:71][CH:70]=2)=[O:22])[CH:15]=1. (6) Given the reactants [C:1]([O:5][C:6]([N:8]1[CH:13]2[CH2:14][CH2:15][CH:9]1[CH2:10][C:11]([C:19]1[CH:24]=[CH:23][CH:22]=[CH:21][CH:20]=1)([C:16](O)=[O:17])[CH2:12]2)=[O:7])([CH3:4])([CH3:3])[CH3:2].B.B.C1COCC1.B.CO, predict the reaction product. The product is: [OH:17][CH2:16][C:11]1([C:19]2[CH:20]=[CH:21][CH:22]=[CH:23][CH:24]=2)[CH2:12][CH:13]2[N:8]([C:6]([O:5][C:1]([CH3:4])([CH3:2])[CH3:3])=[O:7])[CH:9]([CH2:15][CH2:14]2)[CH2:10]1. (7) The product is: [CH2:1]([O:8][C:9]([C:10]1([C:18]#[N:19])[CH2:24][C:11]1([CH2:12][CH2:13][CH3:14])[CH2:15][CH2:16][CH3:17])=[O:20])[C:2]1[CH:7]=[CH:6][CH:5]=[CH:4][CH:3]=1. Given the reactants [CH2:1]([O:8][C:9](=[O:20])[C:10]([C:18]#[N:19])=[C:11]([CH2:15][CH2:16][CH3:17])[CH2:12][CH2:13][CH3:14])[C:2]1[CH:7]=[CH:6][CH:5]=[CH:4][CH:3]=1.[N+]([CH3:24])([O-])=O.C1CCN2C(=NCCC2)CC1, predict the reaction product.